The task is: Predict which catalyst facilitates the given reaction.. This data is from Catalyst prediction with 721,799 reactions and 888 catalyst types from USPTO. (1) Reactant: CCN=C=NCCCN(C)C.[NH2:12][C:13]1[CH:18]=[CH:17][CH:16]=[CH:15][C:14]=1[NH2:19].[C:20]1([C:26]2[CH:30]=[C:29]([C:31](O)=[O:32])[NH:28][N:27]=2)[CH:25]=[CH:24][CH:23]=[CH:22][CH:21]=1.C1C=CC2N(O)N=NC=2C=1. Product: [NH2:12][C:13]1[CH:18]=[CH:17][CH:16]=[CH:15][C:14]=1[NH:19][C:31]([C:29]1[NH:28][N:27]=[C:26]([C:20]2[CH:21]=[CH:22][CH:23]=[CH:24][CH:25]=2)[CH:30]=1)=[O:32]. The catalyst class is: 3. (2) Product: [F:1][C:2]1[CH:3]=[C:4]([C:9]2[CH:10]=[CH:11][C:12]([S:15]([CH3:18])(=[O:17])=[O:16])=[CH:13][CH:14]=2)[CH:5]=[CH:6][C:7]=1[O:8][CH2:32][CH:29]1[CH2:30][CH2:31][N:26]([C:19]([O:21][C:22]([CH3:23])([CH3:25])[CH3:24])=[O:20])[CH2:27][CH2:28]1. Reactant: [F:1][C:2]1[CH:3]=[C:4]([C:9]2[CH:14]=[CH:13][C:12]([S:15]([CH3:18])(=[O:17])=[O:16])=[CH:11][CH:10]=2)[CH:5]=[CH:6][C:7]=1[OH:8].[C:19]([N:26]1[CH2:31][CH2:30][CH:29]([CH2:32]O)[CH2:28][CH2:27]1)([O:21][C:22]([CH3:25])([CH3:24])[CH3:23])=[O:20].C1C=CC(P(C2C=CC=CC=2)C2C=CC=CC=2)=CC=1.N(C(OC(C)C)=O)=NC(OC(C)C)=O. The catalyst class is: 1. (3) The catalyst class is: 20. Reactant: [Cl:1][C:2]1[CH:3]=[C:4]([C@@H:8]2[C@@H:13]([C:14]3[CH:19]=[CH:18][C:17]([Cl:20])=[CH:16][CH:15]=3)[N:12]([C@@H:21]([CH2:31][CH3:32])[CH2:22][N:23]([CH3:30])[S:24]([CH:27]3[CH2:29][CH2:28]3)(=[O:26])=[O:25])[C:11](=[O:33])[C@:10]([CH2:35][C:36](O)=[O:37])([CH3:34])[CH2:9]2)[CH:5]=[CH:6][CH:7]=1.C1([N:45]=[C:46]=[N:47]C2CCCCC2)CCCCC1.ON1C(=O)CCC1=O.N#CN.[Na]. Product: [Cl:1][C:2]1[CH:3]=[C:4]([C@@H:8]2[C@@H:13]([C:14]3[CH:15]=[CH:16][C:17]([Cl:20])=[CH:18][CH:19]=3)[N:12]([C@@H:21]([CH2:31][CH3:32])[CH2:22][N:23]([CH3:30])[S:24]([CH:27]3[CH2:29][CH2:28]3)(=[O:25])=[O:26])[C:11](=[O:33])[C@:10]([CH2:35][C:36]([NH:47][C:46]#[N:45])=[O:37])([CH3:34])[CH2:9]2)[CH:5]=[CH:6][CH:7]=1.